From a dataset of Reaction yield outcomes from USPTO patents with 853,638 reactions. Predict the reaction yield, written as a fraction of the theoretical maximum amount of product (1.0 means a 100% yield; for example, 0.34 means a 34% yield). (1) The reactants are [N:1]([CH:4]1[CH:8]([CH2:9][O:10]C(C2C=CC=CC=2)(C2C=CC=CC=2)C2C=CC=CC=2)[O:7][CH:6]([N:30]2[CH:35]=[C:34]([C:36]([I:39])=[CH:37][I:38])[C:33](=[O:40])[NH:32][C:31]2=[O:41])[CH2:5]1)=[N+:2]=[N-:3].IC(C1C(=O)NC(=O)N(C2CC(F)C(COC(C3C=CC=CC=3)(C3C=CC=CC=3)C3C=CC=CC=3)O2)C=1)=CI. No catalyst specified. The product is [N:1]([CH:4]1[CH:8]([CH2:9][OH:10])[O:7][CH:6]([N:30]2[CH:35]=[C:34]([C:36]([I:39])=[CH:37][I:38])[C:33](=[O:40])[NH:32][C:31]2=[O:41])[CH2:5]1)=[N+:2]=[N-:3]. The yield is 0.780. (2) The reactants are [CH:1]1([C:4]2[NH:8][N:7]=[C:6]([NH:9][C:10]3[C:15]([F:16])=[CH:14][N:13]=[C:12]([C:17]4[S:21][C:20]([C:22](=[O:24])[CH3:23])=[CH:19][CH:18]=4)[N:11]=3)[CH:5]=2)[CH2:3][CH2:2]1.CB1N2CCC[C@H]2C(C2C=CC=CC=2)(C2C=CC=CC=2)O1.B.C1COCC1. The catalyst is C1COCC1. The product is [CH:1]1([C:4]2[NH:8][N:7]=[C:6]([NH:9][C:10]3[C:15]([F:16])=[CH:14][N:13]=[C:12]([C:17]4[S:21][C:20]([C@H:22]([OH:24])[CH3:23])=[CH:19][CH:18]=4)[N:11]=3)[CH:5]=2)[CH2:3][CH2:2]1. The yield is 0.420.